The task is: Predict which catalyst facilitates the given reaction.. This data is from Catalyst prediction with 721,799 reactions and 888 catalyst types from USPTO. (1) Reactant: [C:1]1([N:7]2[C:16]3[C:11](=[CH:12][CH:13]=[CH:14][CH:15]=3)[CH2:10][CH:9]([NH:17]C(=O)OC(C)(C)C)[CH2:8]2)[CH:6]=[CH:5][CH:4]=[CH:3][CH:2]=1.[F:25][C:26]([F:31])([F:30])[C:27]([OH:29])=[O:28]. Product: [OH:29][C:27]([C:26]([F:31])([F:30])[F:25])=[O:28].[C:1]1([N:7]2[C:16]3[C:11](=[CH:12][CH:13]=[CH:14][CH:15]=3)[CH2:10][CH:9]([NH2:17])[CH2:8]2)[CH:6]=[CH:5][CH:4]=[CH:3][CH:2]=1. The catalyst class is: 4. (2) Reactant: C([Li])CCC.[CH3:6][O:7][C:8]1[C:13]([O:14][CH3:15])=[CH:12][CH:11]=[CH:10][N:9]=1.[CH:16](=[O:19])[CH2:17][CH3:18]. Product: [CH3:6][O:7][C:8]1[C:13]([O:14][CH3:15])=[C:12]([CH:16]([OH:19])[CH2:17][CH3:18])[CH:11]=[CH:10][N:9]=1. The catalyst class is: 7. (3) Reactant: [CH2:1]([C:3]1[CH:8]=[C:7]([CH2:9][OH:10])[CH:6]=[CH:5][C:4]=1[OH:11])[CH3:2].C(=O)([O-])[O-].[Cs+].[Cs+].Br[CH2:19][C:20]([O:22][CH2:23][CH3:24])=[O:21].CCOC(C)=O. Product: [CH2:1]([C:3]1[CH:8]=[C:7]([CH2:9][OH:10])[CH:6]=[CH:5][C:4]=1[O:11][CH2:19][C:20]([O:22][CH2:23][CH3:24])=[O:21])[CH3:2]. The catalyst class is: 47. (4) Reactant: [F:1][C:2]1[CH:7]=[CH:6][C:5]([C:8]2[C:16]3[C:11](=[N:12][CH:13]=[C:14]([N+:17]([O-])=O)[CH:15]=3)[NH:10][N:9]=2)=[CH:4][CH:3]=1.[H][H]. Product: [F:1][C:2]1[CH:3]=[CH:4][C:5]([C:8]2[C:16]3[C:11](=[N:12][CH:13]=[C:14]([NH2:17])[CH:15]=3)[NH:10][N:9]=2)=[CH:6][CH:7]=1. The catalyst class is: 199.